From a dataset of Full USPTO retrosynthesis dataset with 1.9M reactions from patents (1976-2016). Predict the reactants needed to synthesize the given product. (1) Given the product [Br:24][C:20]1[N:19]=[C:18]([CH2:17][N:8]2[C:9]3[C:14](=[CH:13][CH:12]=[CH:11][CH:10]=3)[C:15](=[O:16])[C:6]([C:4](=[O:5])[C:32]3[CH:33]=[CH:34][C:29]([O:28][CH2:26][CH3:27])=[C:30]([CH3:36])[CH:31]=3)=[CH:7]2)[CH:23]=[CH:22][CH:21]=1, predict the reactants needed to synthesize it. The reactants are: CON(C)[C:4]([C:6]1[C:15](=[O:16])[C:14]2[C:9](=[CH:10][CH:11]=[CH:12][CH:13]=2)[N:8]([CH2:17][C:18]2[CH:23]=[CH:22][CH:21]=[C:20]([Br:24])[N:19]=2)[CH:7]=1)=[O:5].[CH2:26]([O:28][C:29]1[CH:34]=[CH:33][C:32](I)=[CH:31][C:30]=1[CH3:36])[CH3:27].C([Mg]Cl)(C)C. (2) Given the product [NH2:5][CH:4]([C:3]1[CH:6]=[CH:7][CH:8]=[CH:9][C:2]=1[F:1])[C:11]([CH3:18])([CH3:17])[C:12]([O:14][CH2:15][CH3:16])=[O:13], predict the reactants needed to synthesize it. The reactants are: [F:1][C:2]1[CH:9]=[CH:8][CH:7]=[CH:6][C:3]=1[C:4]#[N:5].Br[C:11]([CH3:18])([CH3:17])[C:12]([O:14][CH2:15][CH3:16])=[O:13].[BH4-].[Na+].